From a dataset of Forward reaction prediction with 1.9M reactions from USPTO patents (1976-2016). Predict the product of the given reaction. (1) Given the reactants C(OC([NH:11][CH:12]1[CH2:17][N:16]([C:18]([O:20][C:21]([CH3:24])([CH3:23])[CH3:22])=[O:19])[CH2:15][CH:14]([C:25]([O:27][CH3:28])=[O:26])[CH2:13]1)=O)C1C=CC=CC=1, predict the reaction product. The product is: [NH2:11][CH:12]1[CH2:17][N:16]([C:18]([O:20][C:21]([CH3:22])([CH3:23])[CH3:24])=[O:19])[CH2:15][CH:14]([C:25]([O:27][CH3:28])=[O:26])[CH2:13]1. (2) Given the reactants [OH:1][CH2:2][CH2:3][CH2:4][C:5]([N:8]([CH3:16])[C:9](=[O:15])[O:10][C:11]([CH3:14])([CH3:13])[CH3:12])([CH3:7])[CH3:6].C(=O)(O)[O-].[Na+].CC(OI1(OC(C)=O)(OC(C)=O)OC(=O)C2C=CC=CC1=2)=O, predict the reaction product. The product is: [CH3:16][N:8]([C:5]([CH3:7])([CH2:4][CH2:3][CH:2]=[O:1])[CH3:6])[C:9](=[O:15])[O:10][C:11]([CH3:14])([CH3:12])[CH3:13].